Dataset: Full USPTO retrosynthesis dataset with 1.9M reactions from patents (1976-2016). Task: Predict the reactants needed to synthesize the given product. (1) Given the product [C:1]([O:4][C@@H:5]1[C@@H:10]([OH:11])[C@H:9]([O:15][CH2:16][C:17]2[CH:22]=[CH:21][CH:20]=[CH:19][CH:18]=2)[C@@H:8]([CH2:23][O:24][CH2:25][C:26]2[CH:27]=[CH:28][CH:29]=[CH:30][CH:31]=2)[O:7][C@H:6]1[O:32][C@H:33]1[C@H:46]([O:47][CH2:48][C:49]2[CH:54]=[CH:53][CH:52]=[CH:51][CH:50]=2)[C@@H:45]([CH2:55][O:56][CH2:57][C:58]2[CH:59]=[CH:60][CH:61]=[CH:62][CH:63]=2)[O:44][C@@H:35]([O:36][CH2:37][C:38]2[CH:43]=[CH:42][CH:41]=[CH:40][CH:39]=2)[C@@H:34]1[O:64][C:65](=[O:67])[CH3:66])(=[O:3])[CH3:2], predict the reactants needed to synthesize it. The reactants are: [C:1]([O:4][C@@H:5]1[C@@H:10]([O:11]CC=C)[C@H:9]([O:15][CH2:16][C:17]2[CH:22]=[CH:21][CH:20]=[CH:19][CH:18]=2)[C@@H:8]([CH2:23][O:24][CH2:25][C:26]2[CH:31]=[CH:30][CH:29]=[CH:28][CH:27]=2)[O:7][C@H:6]1[O:32][C@H:33]1[C@H:46]([O:47][CH2:48][C:49]2[CH:54]=[CH:53][CH:52]=[CH:51][CH:50]=2)[C@@H:45]([CH2:55][O:56][CH2:57][C:58]2[CH:63]=[CH:62][CH:61]=[CH:60][CH:59]=2)[O:44][C@@H:35]([O:36][CH2:37][C:38]2[CH:43]=[CH:42][CH:41]=[CH:40][CH:39]=2)[C@@H:34]1[O:64][C:65](=[O:67])[CH3:66])(=[O:3])[CH3:2].C1N2CCN(CC2)C1.ClCCl. (2) Given the product [CH2:1]([N:5]([CH2:18][CH2:19][CH2:20][CH3:21])[C:6]1[CH:11]=[CH:10][C:9]([CH:12]=[CH:13][CH:14]=[CH:29][C:28]2[C:27]([C:34]3[CH:35]=[CH:36][CH:37]=[CH:38][CH:39]=3)([C:30]([F:33])([F:31])[F:32])[O:26][C:25](=[C:40]([C:43]#[N:44])[C:41]#[N:42])[C:24]=2[C:22]#[N:23])=[C:8]([O:16][CH3:17])[CH:7]=1)[CH2:2][CH2:3][CH3:4], predict the reactants needed to synthesize it. The reactants are: [CH2:1]([N:5]([CH2:18][CH2:19][CH2:20][CH3:21])[C:6]1[CH:11]=[CH:10][C:9]([CH:12]=[CH:13][CH:14]=O)=[C:8]([O:16][CH3:17])[CH:7]=1)[CH2:2][CH2:3][CH3:4].[C:22]([C:24]1[C:25](=[C:40]([C:43]#[N:44])[C:41]#[N:42])[O:26][C:27]([C:34]2[CH:39]=[CH:38][CH:37]=[CH:36][CH:35]=2)([C:30]([F:33])([F:32])[F:31])[C:28]=1[CH3:29])#[N:23].